This data is from Forward reaction prediction with 1.9M reactions from USPTO patents (1976-2016). The task is: Predict the product of the given reaction. (1) Given the reactants [OH-].[Na+].[CH3:3][N:4]([CH2:14][C:15]1[CH:16]=[C:17]([C:21]2[CH:26]=[CH:25][C:24]([CH2:27][CH2:28][C:29]([O:31]CC)=[O:30])=[CH:23][CH:22]=2)[CH:18]=[CH:19][CH:20]=1)[C:5](=[O:13])[CH2:6][CH2:7][CH2:8][CH2:9][CH2:10][CH2:11][CH3:12].O.C(O)(=O)C, predict the reaction product. The product is: [CH3:3][N:4]([CH2:14][C:15]1[CH:16]=[C:17]([C:21]2[CH:26]=[CH:25][C:24]([CH2:27][CH2:28][C:29]([OH:31])=[O:30])=[CH:23][CH:22]=2)[CH:18]=[CH:19][CH:20]=1)[C:5](=[O:13])[CH2:6][CH2:7][CH2:8][CH2:9][CH2:10][CH2:11][CH3:12]. (2) Given the reactants [N:1]([CH2:4][C:5]1[C:9]2[CH2:10][N:11]([CH3:14])[CH2:12][CH2:13][C:8]=2[NH:7][N:6]=1)=[N+]=[N-].O1CCCC1.O.C1C=CC(P(C2C=CC=CC=2)C2C=CC=CC=2)=CC=1, predict the reaction product. The product is: [CH3:14][N:11]1[CH2:12][CH2:13][C:8]2[NH:7][N:6]=[C:5]([CH2:4][NH2:1])[C:9]=2[CH2:10]1. (3) Given the reactants [F:1][C:2]([F:10])([C:6]([F:9])([F:8])[F:7])[C:3](Cl)=[O:4].N1C=CC=CC=1.[CH:17]([O:19][CH2:20][CH2:21][CH2:22][CH3:23])=[CH2:18].O, predict the reaction product. The product is: [CH2:20]([O:19][CH:17]=[CH:18][C:3](=[O:4])[C:2]([F:10])([F:1])[C:6]([F:9])([F:8])[F:7])[CH2:21][CH2:22][CH3:23]. (4) Given the reactants [CH2:1]([O:8][C:9]1[CH:14]=[CH:13][C:12]([O:15][C:16]2[C:24]([CH3:25])=[CH:23][C:22]([N+:26]([O-:28])=[O:27])=[C:21]3[C:17]=2[CH2:18][CH2:19][CH2:20]3)=[CH:11][C:10]=1[CH2:29]O)[C:2]1[CH:7]=[CH:6][CH:5]=[CH:4][CH:3]=1.S(Cl)([Cl:33])=O, predict the reaction product. The product is: [CH2:1]([O:8][C:9]1[CH:14]=[CH:13][C:12]([O:15][C:16]2[C:24]([CH3:25])=[CH:23][C:22]([N+:26]([O-:28])=[O:27])=[C:21]3[C:17]=2[CH2:18][CH2:19][CH2:20]3)=[CH:11][C:10]=1[CH2:29][Cl:33])[C:2]1[CH:7]=[CH:6][CH:5]=[CH:4][CH:3]=1. (5) Given the reactants [Cl:1][C:2]1[CH:7]=[CH:6][CH:5]=[CH:4][C:3]=1[N:8]1[CH:12]([C:13]2[CH:14]=[N:15][C:16]([N:19]3[CH2:24][CH2:23][N:22](C(OC(C)(C)C)=O)[CH2:21][CH2:20]3)=[CH:17][CH:18]=2)[CH2:11][C:10]([C:32]([C:38]([F:41])([F:40])[F:39])([C:34]([F:37])([F:36])[F:35])[OH:33])=[N:9]1.Cl, predict the reaction product. The product is: [ClH:1].[Cl:1][C:2]1[CH:7]=[CH:6][CH:5]=[CH:4][C:3]=1[N:8]1[CH:12]([C:13]2[CH:14]=[N:15][C:16]([N:19]3[CH2:24][CH2:23][NH:22][CH2:21][CH2:20]3)=[CH:17][CH:18]=2)[CH2:11][C:10]([C:32]([C:34]([F:36])([F:35])[F:37])([C:38]([F:41])([F:40])[F:39])[OH:33])=[N:9]1. (6) Given the reactants ClC1N=NC(NS(CC2C=C(C#N)C=CC=2Cl)(=O)=O)=C(O)C=1.[Cl:23][C:24]1[CH:25]=[C:26]([O:47]C)[C:27]([NH:30][S:31]([C:34]2[CH:35]=[N:36][C:37]([N:44]([CH3:46])[CH3:45])=[C:38]([S:40]([CH3:43])(=[O:42])=[O:41])[CH:39]=2)(=[O:33])=[O:32])=[N:28][CH:29]=1.ClC1N=NC(NS(CC2C=C(C#N)C=CC=2Cl)(=O)=O)=C(OC)C=1, predict the reaction product. The product is: [Cl:23][C:24]1[CH:25]=[C:26]([OH:47])[C:27]([NH:30][S:31]([C:34]2[CH:35]=[N:36][C:37]([N:44]([CH3:45])[CH3:46])=[C:38]([S:40]([CH3:43])(=[O:41])=[O:42])[CH:39]=2)(=[O:32])=[O:33])=[N:28][CH:29]=1. (7) Given the reactants Br[C:2]1[CH:3]=[CH:4][C:5]([NH2:9])=[N:6][C:7]=1[CH3:8].[CH2:10]=[CH:11][C:12]1[CH:17]=[CH:16][CH:15]=[CH:14][CH:13]=1.C([O-])=O.[K+].C([O-])(O)=O.[Na+], predict the reaction product. The product is: [CH3:8][C:7]1[N:6]=[C:5]([NH2:9])[CH:4]=[CH:3][C:2]=1[CH:10]=[CH:11][C:12]1[CH:17]=[CH:16][CH:15]=[CH:14][CH:13]=1.